The task is: Predict the product of the given reaction.. This data is from Forward reaction prediction with 1.9M reactions from USPTO patents (1976-2016). (1) Given the reactants [F:1][C:2]1[CH:10]=[CH:9][CH:8]=[C:7]2[C:3]=1[CH:4]=[N:5][NH:6]2.[I:11]I.[OH-].[K+], predict the reaction product. The product is: [F:1][C:2]1[CH:10]=[CH:9][CH:8]=[C:7]2[C:3]=1[C:4]([I:11])=[N:5][NH:6]2. (2) Given the reactants Cl[C:2]1[O:3][C:4]2[C:5](=[C:7]([C:19]#[N:20])[C:8]([CH3:18])=[C:9]([C:12]3[CH:17]=[CH:16][CH:15]=[CH:14][CH:13]=3)[C:10]=2[F:11])[N:6]=1.Cl.CN.[CH2:24]([N:26](CC)[CH2:27][CH3:28])[CH3:25].C(=O)([O-])O.[Na+], predict the reaction product. The product is: [CH2:24]([N:26]([CH2:27][CH3:28])[C:2]1[O:3][C:4]2[C:5](=[C:7]([C:19]#[N:20])[C:8]([CH3:18])=[C:9]([C:12]3[CH:17]=[CH:16][CH:15]=[CH:14][CH:13]=3)[C:10]=2[F:11])[N:6]=1)[CH3:25]. (3) Given the reactants [N:1]1[CH:6]=[CH:5][CH:4]=[C:3]([C:7]2[CH:13]=[CH:12][C:10]([NH2:11])=[CH:9][CH:8]=2)[CH:2]=1.Cl.N([O-])=O.[Na+:18].S([NH2:23])(=O)(=O)O.[NH2:24][C:25]1[C:34]2[C:29](=[CH:30][CH:31]=[CH:32][CH:33]=2)[C:28]([S:35]([OH:38])(=[O:37])=[O:36])=[CH:27][CH:26]=1.[OH-].[Na+].[Cl-].[Na+], predict the reaction product. The product is: [Na+:18].[NH2:24][C:25]1[C:34]2[C:29](=[CH:30][CH:31]=[CH:32][CH:33]=2)[C:28]([S:35]([O-:38])(=[O:36])=[O:37])=[CH:27][C:26]=1[N:23]=[N:11][C:10]1[CH:12]=[CH:13][C:7]([C:3]2[CH:2]=[N:1][CH:6]=[CH:5][CH:4]=2)=[CH:8][CH:9]=1. (4) Given the reactants [I:1][C:2]1[CH:7]=[CH:6][C:5]([CH2:8][C:9]#[N:10])=[CH:4][CH:3]=1.B.Cl.O1CCOCC1, predict the reaction product. The product is: [I:1][C:2]1[CH:7]=[CH:6][C:5]([CH2:8][CH2:9][NH2:10])=[CH:4][CH:3]=1. (5) Given the reactants [Br:1][C:2]([Br:5])(Br)Br.C1(P(C2C=CC=CC=2)C2C=CC=CC=2)C=CC=CC=1.[Cl:25][C:26]1[CH:31]=[CH:30][CH:29]=[CH:28][C:27]=1[C:32]([CH3:36])([CH3:35])[CH2:33]O.CCCCCC, predict the reaction product. The product is: [Cl:25][C:26]1[CH:31]=[CH:30][CH:29]=[CH:28][C:27]=1[C:32]([CH3:36])([CH3:35])[CH:33]=[C:2]([Br:5])[Br:1]. (6) Given the reactants [CH3:1][C:2]1[CH:7]=[CH:6][N:5]2[C:8]([C:18]3[CH:23]=[CH:22][N:21]=[C:20]([C:24]4[CH:29]=[CH:28][C:27]([CH:30]=O)=[CH:26][CH:25]=4)[CH:19]=3)=[C:9]([C:11]3[CH:16]=[CH:15][CH:14]=[C:13]([CH3:17])[N:12]=3)[N:10]=[C:4]2[CH:3]=1.[NH:32]1[CH2:37][CH2:36][O:35][CH2:34][CH2:33]1, predict the reaction product. The product is: [CH3:1][C:2]1[CH:7]=[CH:6][N:5]2[C:8]([C:18]3[CH:23]=[CH:22][N:21]=[C:20]([C:24]4[CH:25]=[CH:26][C:27]([CH2:30][N:32]5[CH2:37][CH2:36][O:35][CH2:34][CH2:33]5)=[CH:28][CH:29]=4)[CH:19]=3)=[C:9]([C:11]3[CH:16]=[CH:15][CH:14]=[C:13]([CH3:17])[N:12]=3)[N:10]=[C:4]2[CH:3]=1. (7) The product is: [Cl:1][C:2]1[CH:3]=[C:4]([N+:27]([O-:29])=[O:28])[C:5]([O:9][CH2:10][N:11]2[C:12](=[O:21])[C:13]3=[CH:20][CH:19]=[CH:18][CH:17]=[C:14]3[C:15]2=[O:16])=[C:6]([F:8])[CH:7]=1. Given the reactants [Cl:1][C:2]1[CH:7]=[C:6]([F:8])[C:5]([O:9][CH2:10][N:11]2[C:15](=[O:16])[C:14]3=[CH:17][CH:18]=[CH:19][CH:20]=[C:13]3[C:12]2=[O:21])=[CH:4][CH:3]=1.S(=O)(=O)(O)O.[N+:27]([O-])([OH:29])=[O:28], predict the reaction product. (8) Given the reactants [CH2:1]([N:3]1[CH2:16][CH2:15][C:6]2[NH:7][C:8]3[CH:9]=[CH:10][C:11]([CH3:14])=[CH:12][C:13]=3[C:5]=2[CH2:4]1)[CH3:2].[CH3:17][C:18]1[CH:26]=[CH:25][C:21]([CH:22]2[O:24][CH2:23]2)=[CH:20][CH:19]=1.[H-].[Na+].C(O)(C(F)(F)F)=O, predict the reaction product. The product is: [CH2:1]([N:3]1[CH2:16][CH2:15][C:6]2[N:7]([CH2:23][CH:22]([C:21]3[CH:25]=[CH:26][C:18]([CH3:17])=[CH:19][CH:20]=3)[OH:24])[C:8]3[CH:9]=[CH:10][C:11]([CH3:14])=[CH:12][C:13]=3[C:5]=2[CH2:4]1)[CH3:2].